This data is from Full USPTO retrosynthesis dataset with 1.9M reactions from patents (1976-2016). The task is: Predict the reactants needed to synthesize the given product. (1) Given the product [OH:17][CH2:16][CH2:15][N:12]1[CH2:13][CH2:14][C@@H:9]([NH:8][C:35](=[O:36])[O:37][C:38]([CH3:39])([CH3:40])[CH3:41])[C@@H:10]([O:18][CH3:19])[CH2:11]1, predict the reactants needed to synthesize it. The reactants are: C([N:8](CC1C=CC=CC=1)[C@@H:9]1[CH2:14][CH2:13][N:12]([CH2:15][CH2:16][OH:17])[CH2:11][C@@H:10]1[O:18][CH3:19])C1C=CC=CC=1.[C:35](O[C:35]([O:37][C:38]([CH3:41])([CH3:40])[CH3:39])=[O:36])([O:37][C:38]([CH3:41])([CH3:40])[CH3:39])=[O:36]. (2) The reactants are: [CH2:1]([C:5]1[CH:10]=[CH:9][C:8]([C:11]#[C:12][C:13]2[CH:40]=[CH:39][C:16]([CH2:17][N:18]([C:26]3[CH:27]=[CH:28][C:29]4[C:34](=[O:35])[O:33]C(C)(C)[O:31][C:30]=4[CH:38]=3)[C:19](=[O:25])[CH2:20][CH2:21][CH2:22][CH2:23][CH3:24])=[CH:15][CH:14]=2)=[CH:7][CH:6]=1)[CH2:2][CH2:3][CH3:4]. Given the product [CH2:1]([C:5]1[CH:6]=[CH:7][C:8]([C:11]#[C:12][C:13]2[CH:40]=[CH:39][C:16]([CH2:17][N:18]([C:19](=[O:25])[CH2:20][CH2:21][CH2:22][CH2:23][CH3:24])[C:26]3[CH:27]=[CH:28][C:29]([C:34]([OH:35])=[O:33])=[C:30]([OH:31])[CH:38]=3)=[CH:15][CH:14]=2)=[CH:9][CH:10]=1)[CH2:2][CH2:3][CH3:4], predict the reactants needed to synthesize it. (3) Given the product [CH:11]([N:8]1[CH:7]=[N:6][C:5]2[C:9]1=[N:10][C:2]([N:26]1[CH:27]=[CH:28][N:29]=[C:25]1[CH3:24])=[N:3][C:4]=2[NH:14][CH2:15][CH2:16][C:17]1[CH:22]=[CH:21][C:20]([OH:23])=[CH:19][CH:18]=1)([CH3:13])[CH3:12], predict the reactants needed to synthesize it. The reactants are: Cl[C:2]1[N:10]=[C:9]2[C:5]([N:6]=[CH:7][N:8]2[CH:11]([CH3:13])[CH3:12])=[C:4]([NH:14][CH2:15][CH2:16][C:17]2[CH:22]=[CH:21][C:20]([OH:23])=[CH:19][CH:18]=2)[N:3]=1.[CH3:24][C:25]1[NH:26][CH:27]=[CH:28][N:29]=1. (4) Given the product [N:1]([C:2]1[CH:3]=[C:4]([CH:13]=[CH:14][C:15]=1[O:16][C:17]([F:18])([F:19])[F:20])[CH2:5][NH:6][C:7](=[O:12])[C:8]([CH3:11])([CH3:10])[CH3:9])=[C:26]=[S:27], predict the reactants needed to synthesize it. The reactants are: [NH2:1][C:2]1[CH:3]=[C:4]([CH:13]=[CH:14][C:15]=1[O:16][C:17]([F:20])([F:19])[F:18])[CH2:5][NH:6][C:7](=[O:12])[C:8]([CH3:11])([CH3:10])[CH3:9].C1N=CN([C:26](N2C=NC=C2)=[S:27])C=1. (5) Given the product [Cl:1][C:2]1[CH:15]=[CH:14][C:5]([CH2:6][N:7]2[CH2:12][CH2:11][CH:10]([NH:13][C:25](=[O:26])[C:24]3[CH:28]=[CH:29][C:21]([O:20][CH3:19])=[CH:22][CH:23]=3)[CH2:9][CH2:8]2)=[CH:4][C:3]=1[O:16][CH2:17][CH3:18], predict the reactants needed to synthesize it. The reactants are: [Cl:1][C:2]1[CH:15]=[CH:14][C:5]([CH2:6][N:7]2[CH2:12][CH2:11][CH:10]([NH2:13])[CH2:9][CH2:8]2)=[CH:4][C:3]=1[O:16][CH2:17][CH3:18].[CH3:19][O:20][C:21]1[CH:29]=[CH:28][C:24]([C:25](Cl)=[O:26])=[CH:23][CH:22]=1. (6) Given the product [ClH:23].[ClH:23].[N:1]12[CH2:6][CH2:5][CH:4]([CH2:7][CH2:8]1)[CH:3]([S:9][C:10]1[CH:15]=[CH:14][C:13]([NH:16][C:17]3[CH:22]=[CH:21][CH:20]=[CH:19][CH:18]=3)=[CH:12][CH:11]=1)[CH2:2]2, predict the reactants needed to synthesize it. The reactants are: [N:1]12[CH2:8][CH2:7][CH:4]([CH2:5][CH2:6]1)[CH:3]([S:9][C:10]1[CH:15]=[CH:14][C:13]([NH:16][C:17]3[CH:22]=[CH:21][CH:20]=[CH:19][CH:18]=3)=[CH:12][CH:11]=1)[CH2:2]2.[ClH:23]. (7) Given the product [F:20][C:21]1[CH:22]=[C:23]([CH2:40][N:41]2[CH2:42][CH:43]([C:45]([O:47][CH3:48])=[O:46])[CH2:44]2)[CH:24]=[CH:25][C:26]=1[C:27]1[S:28][C:29]2[C:34]([N:35]=1)=[CH:33][CH:32]=[C:31]([C:9]([C:11]1[CH:16]=[CH:15][CH:14]=[CH:13][C:12]=1[F:17])=[CH2:10])[N:30]=2, predict the reactants needed to synthesize it. The reactants are: [F-].[Cs+].FC(F)(F)S(O[C:9]([C:11]1[CH:16]=[CH:15][CH:14]=[CH:13][C:12]=1[F:17])=[CH2:10])(=O)=O.[F:20][C:21]1[CH:22]=[C:23]([CH2:40][N:41]2[CH2:44][CH:43]([C:45]([O:47][CH3:48])=[O:46])[CH2:42]2)[CH:24]=[CH:25][C:26]=1[C:27]1[S:28][C:29]2[C:34]([N:35]=1)=[CH:33][CH:32]=[C:31]([Sn](C)(C)C)[N:30]=2.